This data is from NCI-60 drug combinations with 297,098 pairs across 59 cell lines. The task is: Regression. Given two drug SMILES strings and cell line genomic features, predict the synergy score measuring deviation from expected non-interaction effect. (1) Drug 1: CNC(=O)C1=NC=CC(=C1)OC2=CC=C(C=C2)NC(=O)NC3=CC(=C(C=C3)Cl)C(F)(F)F. Drug 2: C#CCC(CC1=CN=C2C(=N1)C(=NC(=N2)N)N)C3=CC=C(C=C3)C(=O)NC(CCC(=O)O)C(=O)O. Cell line: HCT116. Synergy scores: CSS=3.10, Synergy_ZIP=-1.99, Synergy_Bliss=-2.07, Synergy_Loewe=0.425, Synergy_HSA=-3.42. (2) Drug 1: C1CC(C1)(C(=O)O)C(=O)O.[NH2-].[NH2-].[Pt+2]. Drug 2: CC1CCCC2(C(O2)CC(NC(=O)CC(C(C(=O)C(C1O)C)(C)C)O)C(=CC3=CSC(=N3)C)C)C. Cell line: DU-145. Synergy scores: CSS=51.9, Synergy_ZIP=-2.99, Synergy_Bliss=-0.626, Synergy_Loewe=-14.0, Synergy_HSA=0.422. (3) Drug 1: CC1=C2C(C(=O)C3(C(CC4C(C3C(C(C2(C)C)(CC1OC(=O)C(C(C5=CC=CC=C5)NC(=O)OC(C)(C)C)O)O)OC(=O)C6=CC=CC=C6)(CO4)OC(=O)C)O)C)O. Drug 2: C1CN1C2=NC(=NC(=N2)N3CC3)N4CC4. Cell line: HT29. Synergy scores: CSS=22.0, Synergy_ZIP=3.15, Synergy_Bliss=10.9, Synergy_Loewe=5.97, Synergy_HSA=6.81.